From a dataset of Peptide-MHC class II binding affinity with 134,281 pairs from IEDB. Regression. Given a peptide amino acid sequence and an MHC pseudo amino acid sequence, predict their binding affinity value. This is MHC class II binding data. (1) The peptide sequence is YFVAILDYLNHMAKE. The MHC is HLA-DPA10103-DPB10301 with pseudo-sequence HLA-DPA10103-DPB10301. The binding affinity (normalized) is 0.400. (2) The peptide sequence is EKKYFAFTQFEPLAA. The MHC is HLA-DPA10201-DPB11401 with pseudo-sequence HLA-DPA10201-DPB11401. The binding affinity (normalized) is 0.985. (3) The peptide sequence is KTMVKKWRDVPYLTK. The MHC is DRB1_0901 with pseudo-sequence DRB1_0901. The binding affinity (normalized) is 0.331. (4) The peptide sequence is KWVQMCSRTLKNSHQ. The MHC is H-2-IAb with pseudo-sequence H-2-IAb. The binding affinity (normalized) is 0.231. (5) The peptide sequence is SVLLTLVALAG. The MHC is HLA-DPA10301-DPB10402 with pseudo-sequence HLA-DPA10301-DPB10402. The binding affinity (normalized) is 0.418. (6) The MHC is DRB1_0401 with pseudo-sequence DRB1_0401. The binding affinity (normalized) is 0.387. The peptide sequence is LRNVACQEAVKLKLI. (7) The peptide sequence is LKCRLKMDKLELKGM. The MHC is DRB1_1302 with pseudo-sequence DRB1_1302. The binding affinity (normalized) is 0.370.